This data is from Reaction yield outcomes from USPTO patents with 853,638 reactions. The task is: Predict the reaction yield, written as a fraction of the theoretical maximum amount of product (1.0 means a 100% yield; for example, 0.34 means a 34% yield). (1) The reactants are [C:1]([NH:5][C:6]1[NH:7][C:8]2[CH:14]=[CH:13][CH:12]=[CH:11][C:9]=2[N:10]=1)([O:3][CH3:4])=[O:2].[Cl:15][S:16](O)(=[O:18])=[O:17]. No catalyst specified. The product is [Cl:15][S:16]([C:13]1[CH:12]=[CH:11][C:9]2[N:10]=[C:6]([NH:5][C:1]([O:3][CH3:4])=[O:2])[NH:7][C:8]=2[CH:14]=1)(=[O:18])=[O:17]. The yield is 0.780. (2) The catalyst is C1COCC1. The product is [OH:1][CH:2]1[C:7](=[O:8])[CH2:6][CH2:5][N:4]([C:12]([O:14][CH2:15][CH3:16])=[O:13])[CH2:3]1. The yield is 0.950. The reactants are [OH:1][CH:2]1[C:7](OC)([O:8]C)[CH2:6][CH2:5][N:4]([C:12]([O:14][CH2:15][CH3:16])=[O:13])[CH2:3]1.FC(F)(F)C(O)=O. (3) The reactants are Br[C:2]1[C:3](=[O:10])[CH2:4][CH2:5][C:6]=1[O:7][CH2:8][CH3:9].C([O-])([O-])=O.[K+].[K+].[F:17][C:18]1[CH:23]=[CH:22][C:21](B(O)O)=[CH:20][CH:19]=1. The catalyst is C1(C)C=CC=CC=1.C1C=CC=CC=1.O.CCO.C1C=CC([P]([Pd]([P](C2C=CC=CC=2)(C2C=CC=CC=2)C2C=CC=CC=2)([P](C2C=CC=CC=2)(C2C=CC=CC=2)C2C=CC=CC=2)[P](C2C=CC=CC=2)(C2C=CC=CC=2)C2C=CC=CC=2)(C2C=CC=CC=2)C2C=CC=CC=2)=CC=1.C1C=CC([P]([Pd]([P](C2C=CC=CC=2)(C2C=CC=CC=2)C2C=CC=CC=2)([P](C2C=CC=CC=2)(C2C=CC=CC=2)C2C=CC=CC=2)[P](C2C=CC=CC=2)(C2C=CC=CC=2)C2C=CC=CC=2)(C2C=CC=CC=2)C2C=CC=CC=2)=CC=1.C1C=CC(/C=C/C(/C=C/C2C=CC=CC=2)=O)=CC=1.C1C=CC(/C=C/C(/C=C/C2C=CC=CC=2)=O)=CC=1.[Pd].C1C=CC(/C=C/C(/C=C/C2C=CC=CC=2)=O)=CC=1.C1C=CC(/C=C/C(/C=C/C2C=CC=CC=2)=O)=CC=1.C1C=CC(/C=C/C(/C=C/C2C=CC=CC=2)=O)=CC=1.[Pd].[Pd].C1(P(C2C=CC=CC=2)C2C=CC=CC=2)C=CC=CC=1. The product is [CH2:8]([O:7][C:6]1[CH2:5][CH2:4][C:3](=[O:10])[C:2]=1[C:21]1[CH:22]=[CH:23][C:18]([F:17])=[CH:19][CH:20]=1)[CH3:9]. The yield is 0.700. (4) The reactants are C(OC([N:11]1[CH:16]2[CH2:17][CH:18]([CH:20]([OH:25])[C:21]([O:23][CH3:24])=[O:22])[CH2:19][CH:12]1[CH2:13][O:14][CH2:15]2)=O)C1C=CC=CC=1. The catalyst is CO.[Pd]. The product is [CH3:24][O:23][C:21](=[O:22])[CH:20]([OH:25])[CH:18]1[CH2:19][CH:12]2[NH:11][CH:16]([CH2:15][O:14][CH2:13]2)[CH2:17]1. The yield is 0.570. (5) The reactants are [Cl:1][C:2]1[CH:7]=[C:6](I)[CH:5]=[CH:4][C:3]=1[F:9].[CH2:10]([N:12]([CH2:34][CH3:35])[CH:13]1[CH2:17][CH2:16][N:15]([C:18]([C:20]2[C:24]([CH3:25])=[C:23]([C:26]3[CH:31]=[CH:30][CH:29]=[C:28]([C:32]#[CH:33])[CH:27]=3)[NH:22][N:21]=2)=[O:19])[CH2:14]1)[CH3:11]. No catalyst specified. The product is [Cl:1][C:2]1[CH:7]=[C:6]([C:33]#[C:32][C:28]2[CH:27]=[C:26]([C:23]3[NH:22][N:21]=[C:20]([C:18]([N:15]4[CH2:16][CH2:17][CH:13]([N:12]([CH2:34][CH3:35])[CH2:10][CH3:11])[CH2:14]4)=[O:19])[C:24]=3[CH3:25])[CH:31]=[CH:30][CH:29]=2)[CH:5]=[CH:4][C:3]=1[F:9]. The yield is 0.680. (6) The reactants are [C:1]1(B(O)O)[CH:6]=[CH:5][CH:4]=[CH:3][CH:2]=1.[NH2:10][C:11]1[N:12]=[C:13]([N:22]2[CH2:27][CH2:26][N:25]([C:28](=[O:38])[CH2:29][O:30][C:31]3[CH:36]=[CH:35][C:34]([Cl:37])=[CH:33][CH:32]=3)[CH2:24][CH2:23]2)[C:14]2[N:20]=[C:19](Cl)[CH:18]=[CH:17][C:15]=2[N:16]=1. No catalyst specified. The product is [NH2:10][C:11]1[N:12]=[C:13]([N:22]2[CH2:23][CH2:24][N:25]([C:28](=[O:38])[CH2:29][O:30][C:31]3[CH:36]=[CH:35][C:34]([Cl:37])=[CH:33][CH:32]=3)[CH2:26][CH2:27]2)[C:14]2[N:20]=[C:19]([C:1]3[CH:6]=[CH:5][CH:4]=[CH:3][CH:2]=3)[CH:18]=[CH:17][C:15]=2[N:16]=1. The yield is 0.420.